This data is from Forward reaction prediction with 1.9M reactions from USPTO patents (1976-2016). The task is: Predict the product of the given reaction. (1) Given the reactants N#N.Cl.Cl.[F:5][C:6]1[CH:25]=[CH:24][C:9]2[NH:10][C:11]([C@H:13]([NH2:23])[CH2:14][C:15]3[CH:20]=[CH:19][C:18]([O:21][CH3:22])=[CH:17][CH:16]=3)=[N:12][C:8]=2[CH:7]=1.[OH-].[Na+], predict the reaction product. The product is: [F:5][C:6]1[CH:25]=[CH:24][C:9]2[NH:10][C:11]([C@H:13]([NH2:23])[CH2:14][C:15]3[CH:16]=[CH:17][C:18]([O:21][CH3:22])=[CH:19][CH:20]=3)=[N:12][C:8]=2[CH:7]=1. (2) Given the reactants [Si:1]([O:8][CH2:9][C:10]([CH2:21]O)([C:16]([O:18][CH2:19][CH3:20])=[O:17])[C:11]([O:13][CH2:14][CH3:15])=[O:12])([C:4]([CH3:7])([CH3:6])[CH3:5])([CH3:3])[CH3:2].C(OC(=O)C)(=O)C.C(O)(=O)C.C([O-])([O-])=O.[Na+].[Na+].[CH3:40][S:41](C)=O, predict the reaction product. The product is: [Si:1]([O:8][CH2:9][C:10]([CH2:21][S:41][CH3:40])([C:16]([O:18][CH2:19][CH3:20])=[O:17])[C:11]([O:13][CH2:14][CH3:15])=[O:12])([C:4]([CH3:7])([CH3:6])[CH3:5])([CH3:3])[CH3:2]. (3) Given the reactants [Cl:1][C:2]1[N:3]([C:11]2[CH:16]=[CH:15][C:14]([O:17][CH2:18][C@@H:19]3[CH2:23][CH2:22][CH2:21][NH:20]3)=[CH:13][CH:12]=2)[N:4]=[C:5]2[C:10]=1[CH:9]=[CH:8][CH:7]=[CH:6]2.Br[CH2:25][CH2:26][CH2:27][C:28]([O:30][CH3:31])=[O:29], predict the reaction product. The product is: [CH3:31][O:30][C:28](=[O:29])[CH2:27][CH2:26][CH2:25][N:20]1[CH2:21][CH2:22][CH2:23][C@H:19]1[CH2:18][O:17][C:14]1[CH:13]=[CH:12][C:11]([N:3]2[C:2]([Cl:1])=[C:10]3[C:5]([CH:6]=[CH:7][CH:8]=[CH:9]3)=[N:4]2)=[CH:16][CH:15]=1. (4) Given the reactants [Br:1][C:2]1[S:6][C:5]([C:7]2[NH:11][C:10]3[C:12]([O:20]C)=[CH:13][CH:14]=[C:15]([C:16]([O:18]C)=[O:17])[C:9]=3[N:8]=2)=[CH:4][CH:3]=1.B(Br)(Br)Br, predict the reaction product. The product is: [Br:1][C:2]1[S:6][C:5]([C:7]2[NH:11][C:10]3[C:12]([OH:20])=[CH:13][CH:14]=[C:15]([C:16]([OH:18])=[O:17])[C:9]=3[N:8]=2)=[CH:4][CH:3]=1.